Dataset: Catalyst prediction with 721,799 reactions and 888 catalyst types from USPTO. Task: Predict which catalyst facilitates the given reaction. (1) Reactant: [C:1](O)(C(F)(F)F)=O.C([O:12][C:13]1[N:18]=[CH:17][C:16]([O:19][CH2:20][CH:21]2[CH2:24][N:23]([C:25]3[C:26]([F:33])=[C:27]([CH2:31][OH:32])[CH:28]=[CH:29][CH:30]=3)[CH2:22]2)=[CH:15][CH:14]=1)(C)(C)C.C(=O)([O-])[O-].[K+].[K+].CI. Product: [F:33][C:26]1[C:27]([CH2:31][OH:32])=[CH:28][CH:29]=[CH:30][C:25]=1[N:23]1[CH2:22][CH:21]([CH2:20][O:19][C:16]2[CH:15]=[CH:14][C:13](=[O:12])[N:18]([CH3:1])[CH:17]=2)[CH2:24]1. The catalyst class is: 174. (2) Reactant: [Cl:1][C:2]1[CH:7]=[C:6]([O:8][C:9]2[C:18]3[C:13](=[CH:14][C:15]([O:21][CH3:22])=[C:16]([O:19][CH3:20])[CH:17]=3)[N:12]=[CH:11][CH:10]=2)[CH:5]=[CH:4][C:3]=1[NH:23][C:24]([NH:26][C:27]1[CH:31]=[C:30]([CH3:32])[O:29][N:28]=1)=[O:25].CO.[CH3:35][S:36]([OH:39])(=[O:38])=[O:37].C(OCC)(=O)C. Product: [CH3:35][S:36]([OH:39])(=[O:38])=[O:37].[Cl:1][C:2]1[CH:7]=[C:6]([O:8][C:9]2[C:18]3[C:13](=[CH:14][C:15]([O:21][CH3:22])=[C:16]([O:19][CH3:20])[CH:17]=3)[N:12]=[CH:11][CH:10]=2)[CH:5]=[CH:4][C:3]=1[NH:23][C:24]([NH:26][C:27]1[CH:31]=[C:30]([CH3:32])[O:29][N:28]=1)=[O:25]. The catalyst class is: 9. (3) Reactant: [CH3:1][C:2]1[CH:7]=[C:6]([CH3:8])[NH:5][C:4](=[O:9])[C:3]=1[CH2:10][NH:11][C:12]([C:14]1[CH:15]=[C:16]([C:30]2[CH:35]=[CH:34][C:33]([CH:36]=O)=[CH:32][C:31]=2[F:38])[CH:17]=[C:18]([N:21]([CH2:28][CH3:29])[CH:22]2[CH2:27][CH2:26][O:25][CH2:24][CH2:23]2)[C:19]=1[CH3:20])=[O:13].[NH:39]1[CH2:44][CH2:43][O:42][CH2:41][CH2:40]1.C(O)(=O)C.C(O[BH-](OC(=O)C)OC(=O)C)(=O)C.[Na+]. Product: [CH3:1][C:2]1[CH:7]=[C:6]([CH3:8])[NH:5][C:4](=[O:9])[C:3]=1[CH2:10][NH:11][C:12]([C:14]1[CH:15]=[C:16]([C:30]2[CH:35]=[CH:34][C:33]([CH2:36][N:39]3[CH2:44][CH2:43][O:42][CH2:41][CH2:40]3)=[CH:32][C:31]=2[F:38])[CH:17]=[C:18]([N:21]([CH2:28][CH3:29])[CH:22]2[CH2:27][CH2:26][O:25][CH2:24][CH2:23]2)[C:19]=1[CH3:20])=[O:13]. The catalyst class is: 576. (4) Product: [F:1][C:2]1[CH:7]=[CH:6][C:5]([C@@:8]([C:16]2[CH:21]=[C:20]([O:22][C:23]([F:27])([F:28])[CH:24]([F:26])[F:25])[CH:19]=[C:18]([F:29])[CH:17]=2)([NH:30][C:31]2[S:32][C:33]([CH3:40])=[C:34]([C:36]([F:38])([F:37])[F:39])[N:35]=2)[CH2:9][C:10]2[CH:11]=[CH:12][CH:13]=[CH:14][CH:15]=2)=[CH:4][C:3]=1[OH:41]. Reactant: [F:1][C:2]1[CH:7]=[CH:6][C:5]([C@:8]([NH:30][C:31]2[S:32][C:33]([CH3:40])=[C:34]([C:36]([F:39])([F:38])[F:37])[N:35]=2)([C:16]2[CH:21]=[C:20]([O:22][C:23]([F:28])([F:27])[CH:24]([F:26])[F:25])[CH:19]=[C:18]([F:29])[CH:17]=2)[CH2:9][C:10]2[CH:15]=[CH:14][CH:13]=[CH:12][CH:11]=2)=[CH:4][C:3]=1[O:41]C.B(Br)(Br)Br. The catalyst class is: 2. (5) Reactant: [CH2:1]([N:8]1[CH2:13][CH2:12][NH:11][CH2:10][CH2:9]1)[C:2]1[CH:7]=[CH:6][CH:5]=[CH:4][CH:3]=1.C(=O)([O-])[O-].[K+].[K+].Cl[C:21]1[CH:26]=[CH:25][C:24]([N+:27]([O-:29])=[O:28])=[CH:23][CH:22]=1.O. Product: [CH2:1]([N:8]1[CH2:13][CH2:12][N:11]([C:21]2[CH:26]=[CH:25][C:24]([N+:27]([O-:29])=[O:28])=[CH:23][CH:22]=2)[CH2:10][CH2:9]1)[C:2]1[CH:3]=[CH:4][CH:5]=[CH:6][CH:7]=1. The catalyst class is: 9. (6) Reactant: [CH2:1]([O:3][C:4]([CH:6]1[CH2:11][CH2:10][CH:9]([NH:12][C:13]2[N:18]=[C:17]([C:19]3[N:23]4[CH:24]=[CH:25][CH:26]=[C:27]([O:28]CC5C=CC=CC=5)[C:22]4=[N:21][CH:20]=3)[CH:16]=[CH:15][N:14]=2)[CH2:8][CH2:7]1)=[O:5])[CH3:2]. Product: [CH2:1]([O:3][C:4]([CH:6]1[CH2:7][CH2:8][CH:9]([NH:12][C:13]2[N:18]=[C:17]([C:19]3[N:23]4[CH:24]=[CH:25][CH:26]=[C:27]([OH:28])[C:22]4=[N:21][CH:20]=3)[CH:16]=[CH:15][N:14]=2)[CH2:10][CH2:11]1)=[O:5])[CH3:2]. The catalyst class is: 50. (7) Reactant: Br[CH2:2][C:3]1[C:4]([C:9]#[N:10])=[CH:5][CH:6]=[CH:7][CH:8]=1.[CH3:11][O:12][C:13]1[CH:28]=[C:27]([O:29][CH3:30])[CH:26]=[CH:25][C:14]=1[CH2:15][N:16]1[C:21]([CH3:22])=[CH:20][C:19]([OH:23])=[CH:18][C:17]1=[O:24].C(=O)([O-])[O-].[K+].[K+]. Product: [CH3:11][O:12][C:13]1[CH:28]=[C:27]([O:29][CH3:30])[CH:26]=[CH:25][C:14]=1[CH2:15][N:16]1[C:21]([CH3:22])=[CH:20][C:19]([O:23][CH2:2][C:3]2[CH:8]=[CH:7][CH:6]=[CH:5][C:4]=2[C:9]#[N:10])=[CH:18][C:17]1=[O:24]. The catalyst class is: 37. (8) Reactant: [C:1]([Br:5])(Br)(Br)[Br:2].C1(P(C2C=CC=CC=2)C2C=CC=CC=2)C=CC=CC=1.[CH2:25]([CH:31]([CH2:34][CH2:35][CH2:36][CH2:37][CH2:38][CH2:39][CH2:40][CH3:41])[CH:32]=O)[CH2:26][CH2:27][CH2:28][CH2:29][CH3:30].O. Product: [Br:2][C:1]([Br:5])=[CH:32][CH:31]([CH2:34][CH2:35][CH2:36][CH2:37][CH2:38][CH2:39][CH2:40][CH3:41])[CH2:25][CH2:26][CH2:27][CH2:28][CH2:29][CH3:30]. The catalyst class is: 4. (9) Reactant: Cl.[C:2]([O:6][C:7](=[O:13])[C@H:8]([CH:10]([CH3:12])[CH3:11])[NH2:9])([CH3:5])([CH3:4])[CH3:3].C(=O)(O)[O-].[Na+]. Product: [C:2]([O:6][C:7](=[O:13])[C@H:8]([CH:10]([CH3:11])[CH3:12])[NH2:9])([CH3:5])([CH3:4])[CH3:3]. The catalyst class is: 4.